From a dataset of Full USPTO retrosynthesis dataset with 1.9M reactions from patents (1976-2016). Predict the reactants needed to synthesize the given product. Given the product [NH2:24][C:22]([C:21]1[CH:25]=[CH:33][C:32]([NH:29][C:30](=[O:2])[C:15]2[CH:14]=[CH:13][CH:9]=[C:8]([N+:5]([O-:7])=[O:6])[CH:16]=2)=[CH:19][CH:20]=1)=[O:23], predict the reactants needed to synthesize it. The reactants are: S(Cl)(Cl)=[O:2].[N+:5]([C:8]1[CH:16]=[CH:15][CH:14]=[CH:13][C:9]=1C(O)=O)([O-:7])=[O:6].NC1C=[CH:25][C:21]([C:22]([NH2:24])=[O:23])=[CH:20][CH:19]=1.C([N:29]([CH2:32][CH3:33])[CH2:30]C)C.